From a dataset of TCR-epitope binding with 47,182 pairs between 192 epitopes and 23,139 TCRs. Binary Classification. Given a T-cell receptor sequence (or CDR3 region) and an epitope sequence, predict whether binding occurs between them. The epitope is LLFGYPVYV. The TCR CDR3 sequence is CASGIPSTTGAVGTDTQYF. Result: 0 (the TCR does not bind to the epitope).